This data is from Reaction yield outcomes from USPTO patents with 853,638 reactions. The task is: Predict the reaction yield, written as a fraction of the theoretical maximum amount of product (1.0 means a 100% yield; for example, 0.34 means a 34% yield). (1) The reactants are [F:1][C:2]([F:19])([F:18])[CH:3]([C:5]1[CH:10]=[CH:9][C:8]([C:11]2[CH:16]=[CH:15][CH:14]=[C:13]([F:17])[CH:12]=2)=[CH:7][CH:6]=1)[OH:4].[H-].[Na+].[NH2:22][C:23]1[N:28]=[C:27](Cl)[CH:26]=[C:25]([Cl:30])[N:24]=1.C(O)(C(F)(F)F)=O. The catalyst is C1COCC1. The product is [Cl:30][C:25]1[CH:26]=[C:27]([O:4][CH:3]([C:5]2[CH:10]=[CH:9][C:8]([C:11]3[CH:16]=[CH:15][CH:14]=[C:13]([F:17])[CH:12]=3)=[CH:7][CH:6]=2)[C:2]([F:1])([F:18])[F:19])[N:28]=[C:23]([NH2:22])[N:24]=1. The yield is 0.730. (2) The reactants are [Cl:1][C:2]1[C:7]([O:8][CH3:9])=[CH:6][C:5]([O:10][CH3:11])=[C:4]([Cl:12])[C:3]=1[C:13]1[C:14](=[O:35])[N:15]([CH3:34])[C:16]2[C:21]([CH:22]=1)=[CH:20][N:19]=[C:18]([NH:23][C:24]1[CH:29]=[CH:28][CH:27]=[CH:26][C:25]=1[N+:30]([O-])=O)[C:17]=2[CH3:33]. The catalyst is C(OCC)(=O)C. The product is [NH2:30][C:25]1[CH:26]=[CH:27][CH:28]=[CH:29][C:24]=1[NH:23][C:18]1[C:17]([CH3:33])=[C:16]2[C:21]([CH:22]=[C:13]([C:3]3[C:2]([Cl:1])=[C:7]([O:8][CH3:9])[CH:6]=[C:5]([O:10][CH3:11])[C:4]=3[Cl:12])[C:14](=[O:35])[N:15]2[CH3:34])=[CH:20][N:19]=1. The yield is 0.410. (3) The reactants are [OH:1][C:2]1[CH:15]=[CH:14][C:5]2[C@H:6]([CH2:9][C:10]([O:12][CH3:13])=[O:11])[CH2:7][O:8][C:4]=2[CH:3]=1.[O:16]=[S:17]1(=[O:40])[CH2:22][CH2:21][CH:20]([O:23][C:24]2[CH:29]=[C:28]([CH3:30])[C:27]([C:31]3[CH:36]=[CH:35][CH:34]=[C:33]([CH2:37]O)[CH:32]=3)=[C:26]([CH3:39])[CH:25]=2)[CH2:19][CH2:18]1.C(P(CCCC)CCCC)CCC.N(C(N1CCCCC1)=O)=NC(N1CCCCC1)=O. The catalyst is C1(C)C=CC=CC=1.CCCCCC. The product is [O:16]=[S:17]1(=[O:40])[CH2:22][CH2:21][CH:20]([O:23][C:24]2[CH:29]=[C:28]([CH3:30])[C:27]([C:31]3[CH:36]=[CH:35][CH:34]=[C:33]([CH2:37][O:1][C:2]4[CH:15]=[CH:14][C:5]5[C@H:6]([CH2:9][C:10]([O:12][CH3:13])=[O:11])[CH2:7][O:8][C:4]=5[CH:3]=4)[CH:32]=3)=[C:26]([CH3:39])[CH:25]=2)[CH2:19][CH2:18]1. The yield is 0.790.